Regression. Given a peptide amino acid sequence and an MHC pseudo amino acid sequence, predict their binding affinity value. This is MHC class II binding data. From a dataset of Peptide-MHC class II binding affinity with 134,281 pairs from IEDB. (1) The peptide sequence is EKKYFAATQFEPLNA. The MHC is DRB1_0701 with pseudo-sequence DRB1_0701. The binding affinity (normalized) is 0.732. (2) The peptide sequence is GRSEFAYGSFVRTVS. The binding affinity (normalized) is 0.362. The MHC is DRB1_1602 with pseudo-sequence DRB1_1602. (3) The peptide sequence is YRVNRYTKSAHQKGE. The MHC is DRB1_1101 with pseudo-sequence DRB1_1101. The binding affinity (normalized) is 0.383. (4) The peptide sequence is AFMLAWNYGVPRVMS. The MHC is HLA-DQA10102-DQB10602 with pseudo-sequence HLA-DQA10102-DQB10602. The binding affinity (normalized) is 0.387.